Dataset: Catalyst prediction with 721,799 reactions and 888 catalyst types from USPTO. Task: Predict which catalyst facilitates the given reaction. (1) Product: [C:24]([C@H:21]1[CH2:22][CH2:23][C@H:18]([O:12][C:7]2[CH:8]=[C:9]3[C:4](=[CH:5][CH:6]=2)[N:3]=[C:2]([CH3:1])[CH:11]=[CH:10]3)[CH2:19][CH2:20]1)([CH3:27])([CH3:26])[CH3:25]. The catalyst class is: 3. Reactant: [CH3:1][C:2]1[CH:11]=[CH:10][C:9]2[C:4](=[CH:5][CH:6]=[C:7]([OH:12])[CH:8]=2)[N:3]=1.CS(O[C@H:18]1[CH2:23][CH2:22][C@@H:21]([C:24]([CH3:27])([CH3:26])[CH3:25])[CH2:20][CH2:19]1)(=O)=O.[OH-].[Na+].O. (2) Reactant: Cl[C:2]1[C:3]2[C:4](=[CH:20][N:21](CC3C=CC(OC)=CC=3)[N:22]=2)[N:5]=[C:6]([C:8]2[CH:13]=[CH:12][CH:11]=[C:10]([S:14]([F:19])([F:18])([F:17])([F:16])[F:15])[CH:9]=2)[N:7]=1.[CH3:32][N:33]1[CH2:38][CH2:37][N:36]([C:39]2[CH:45]=[CH:44][C:42]([NH2:43])=[CH:41][CH:40]=2)[CH2:35][CH2:34]1.Cl. Product: [CH3:32][N:33]1[CH2:34][CH2:35][N:36]([C:39]2[CH:45]=[CH:44][C:42]([NH:43][C:2]3[C:3]4[NH:22][N:21]=[CH:20][C:4]=4[N:5]=[C:6]([C:8]4[CH:13]=[CH:12][CH:11]=[C:10]([S:14]([F:18])([F:15])([F:16])([F:19])[F:17])[CH:9]=4)[N:7]=3)=[CH:41][CH:40]=2)[CH2:37][CH2:38]1. The catalyst class is: 71. (3) Reactant: [CH2:1]([N:5]1[C:10](=[O:11])[CH2:9][NH:8][C:7]([C:12]2[CH:17]=[C:16]([Cl:18])[CH:15]=[C:14]([Cl:19])[CH:13]=2)=[N:6]1)[CH2:2][CH2:3][CH3:4].Cl[C:21]([O:23][CH2:24][Cl:25])=[O:22]. Product: [CH2:1]([N:5]1[C:10](=[O:11])[CH2:9][N:8]([C:21]([O:23][CH2:24][Cl:25])=[O:22])[C:7]([C:12]2[CH:17]=[C:16]([Cl:18])[CH:15]=[C:14]([Cl:19])[CH:13]=2)=[N:6]1)[CH2:2][CH2:3][CH3:4]. The catalyst class is: 17. (4) Reactant: [I-:1].[CH3:2][O:3][C:4]1[CH:5]=[C:6]2[C:11](=[CH:12][CH:13]=1)[N+:10]([CH3:14])=[C:9]([C:15]1[CH:20]=[CH:19][CH:18]=[CH:17][CH:16]=1)[N:8]=[C:7]2SC.[I-].[F:24][C:25]1[CH:26]=[CH:27][C:28]2[S:32][C:31]([CH3:33])=[N+:30]([CH3:34])[C:29]=2[CH:35]=1.C(N(CC)CC)C. Product: [I-:1].[F:24][C:25]1[CH:26]=[CH:27][C:28]2[S:32][C:31]([CH:33]=[C:7]3[C:6]4[C:11](=[CH:12][CH:13]=[C:4]([O:3][CH3:2])[CH:5]=4)[N:10]([CH3:14])[C:9]([C:15]4[CH:16]=[CH:17][CH:18]=[CH:19][CH:20]=4)=[N:8]3)=[N+:30]([CH3:34])[C:29]=2[CH:35]=1. The catalyst class is: 9. (5) Reactant: [F:1][C:2]1[CH:9]=[CH:8][C:5]([CH:6]=[O:7])=[C:4]([OH:10])[CH:3]=1.[Br:11]Br.[O-]S([O-])=O.[Na+].[Na+]. Product: [Br:11][C:9]1[C:2]([F:1])=[CH:3][C:4]([OH:10])=[C:5]([CH:8]=1)[CH:6]=[O:7]. The catalyst class is: 15. (6) Reactant: [F-].C([N+](CCCC)(CCCC)CCCC)CCC.[Cl:19][C:20]1[CH:21]=[CH:22][C:23]2[N:24]([N:30]=[C:31]([C:45]3[CH:50]=[CH:49][CH:48]=[CH:47][CH:46]=3)[C:32]=2[CH:33]([OH:44])[C:34]2[N:39]=[C:38]([C:40]([O:42][CH3:43])=[O:41])[CH:37]=[CH:36][CH:35]=2)[C:25]=1[Si](C)(C)C.[Cl-].[NH4+]. Product: [Cl:19][C:20]1[CH:21]=[CH:22][C:23]2[N:24]([N:30]=[C:31]([C:45]3[CH:46]=[CH:47][CH:48]=[CH:49][CH:50]=3)[C:32]=2[CH:33]([OH:44])[C:34]2[N:39]=[C:38]([C:40]([O:42][CH3:43])=[O:41])[CH:37]=[CH:36][CH:35]=2)[CH:25]=1. The catalyst class is: 7. (7) Reactant: [C:1]([O:5][C:6]([N:8]1[CH2:13][CH2:12][C:11](=[O:14])[CH2:10][CH2:9]1)=[O:7])([CH3:4])([CH3:3])[CH3:2].[CH3:15][Si:16](Cl)([CH3:18])[CH3:17].C(N(CC)CC)C. Product: [C:1]([O:5][C:6]([N:8]1[CH2:9][CH:10]=[C:11]([O:14][Si:16]([CH3:18])([CH3:17])[CH3:15])[CH2:12][CH2:13]1)=[O:7])([CH3:4])([CH3:2])[CH3:3]. The catalyst class is: 3.